Dataset: Forward reaction prediction with 1.9M reactions from USPTO patents (1976-2016). Task: Predict the product of the given reaction. (1) Given the reactants [C:1]([OH:13])(=O)[C:2]1[CH:11]=[CH:10][C:9]2[C:4](=[CH:5][CH:6]=[CH:7][CH:8]=2)[N:3]=1.CN(C(ON1N=NC2C=CC=NC1=2)=[N+](C)C)C.F[P-](F)(F)(F)(F)F.C(N(C(C)C)CC)(C)C.[NH2:47][CH2:48][CH2:49][NH:50][C:51]1[N:56]=[C:55]([C:57]2[CH:62]=[CH:61][CH:60]=[CH:59][CH:58]=2)[N:54]=[C:53]([NH:63][CH2:64][CH2:65][NH:66][C:67](=[O:69])[CH3:68])[C:52]=1[CH3:70], predict the reaction product. The product is: [C:67]([NH:66][CH2:65][CH2:64][NH:63][C:53]1[N:54]=[C:55]([C:57]2[CH:58]=[CH:59][CH:60]=[CH:61][CH:62]=2)[N:56]=[C:51]([NH:50][CH2:49][CH2:48][NH:47][C:1]([C:2]2[CH:11]=[CH:10][C:9]3[C:4](=[CH:5][CH:6]=[CH:7][CH:8]=3)[N:3]=2)=[O:13])[C:52]=1[CH3:70])(=[O:69])[CH3:68]. (2) Given the reactants [Cl:1][C:2]1[CH:21]=[CH:20][CH:19]=[C:18]([Cl:22])[C:3]=1[CH2:4][CH:5]1[CH2:9][CH2:8][N:7]([CH:10]2[CH2:15][CH2:14][C:13](=O)[CH2:12][CH2:11]2)[C:6]1=[O:17].[Br-].[C:24]([CH2:29]P(C1C=CC=CC=1)(C1C=CC=CC=1)C1C=CC=CC=1)([O:26][CH2:27][CH3:28])=[O:25].[O-]CC.[Na+], predict the reaction product. The product is: [Cl:1][C:2]1[CH:21]=[CH:20][CH:19]=[C:18]([Cl:22])[C:3]=1[CH2:4][CH:5]1[CH2:9][CH2:8][N:7]([CH:10]2[CH2:15][CH2:14][C:13](=[CH:29][C:24]([O:26][CH2:27][CH3:28])=[O:25])[CH2:12][CH2:11]2)[C:6]1=[O:17]. (3) Given the reactants [Cl:1][C:2]1[CH:3]=[C:4]2[C:8](=[CH:9][CH:10]=1)[NH:7][C:6](=[O:11])[CH2:5]2.[Li]CCCC.CCCCCC.[CH3:23][N:24]([CH3:35])[C:25]1[CH:26]=[C:27]2[C:32](=[CH:33][CH:34]=1)[C:30](=O)[O:29][CH2:28]2.Cl.[OH-].[Na+], predict the reaction product. The product is: [Cl:1][C:2]1[CH:3]=[C:4]2[C:8](=[CH:9][CH:10]=1)[NH:7][C:6](=[O:11])[C:5]2=[C:30]1[C:32]2[C:27](=[CH:26][C:25]([N:24]([CH3:35])[CH3:23])=[CH:34][CH:33]=2)[CH2:28][O:29]1. (4) Given the reactants [NH2:1][C:2]1[N:7]=[C:6]([NH2:8])[C:5]([NH2:9])=[C:4]([OH:10])[N:3]=1.[ClH:11], predict the reaction product. The product is: [ClH:11].[ClH:11].[NH2:1][C:2]1[N:3]=[C:4]([OH:10])[C:5]([NH2:9])=[C:6]([NH2:8])[N:7]=1. (5) Given the reactants [N+:1]([C:4]1[S:5][CH:6]=[C:7]2[C:11](=[O:12])[N:10]([CH:13]3[CH2:18][CH2:17][C:16](=[O:19])[N:15]([CH3:20])[C:14]3=[O:21])[C:9](=[O:22])[C:8]=12)([O-])=O.[O-]S(S([O-])=O)=O.[Na+].[Na+], predict the reaction product. The product is: [NH2:1][C:4]1[S:5][CH:6]=[C:7]2[C:11](=[O:12])[N:10]([CH:13]3[CH2:18][CH2:17][C:16](=[O:19])[N:15]([CH3:20])[C:14]3=[O:21])[C:9](=[O:22])[C:8]=12.